From a dataset of Retrosynthesis with 50K atom-mapped reactions and 10 reaction types from USPTO. Predict the reactants needed to synthesize the given product. (1) Given the product CCCCNC(=O)Oc1ccc(N=C=S)cc1, predict the reactants needed to synthesize it. The reactants are: CCCCN=C=O.Oc1ccc(N=C=S)cc1. (2) Given the product CCOP(=O)(CN(c1ccc2cc(N)ccc2c1)S(=O)(=O)c1cc(Cl)cc(Cl)c1)OCC, predict the reactants needed to synthesize it. The reactants are: CCOP(=O)(CN(c1ccc2cc(NC(=O)OC(C)(C)C)ccc2c1)S(=O)(=O)c1cc(Cl)cc(Cl)c1)OCC. (3) Given the product CC1=C(CNc2cccc(C(F)(F)F)c2)C(C)(C)CCC1, predict the reactants needed to synthesize it. The reactants are: CC1=C(C=O)C(C)(C)CCC1.Nc1cccc(C(F)(F)F)c1. (4) Given the product Cc1cccc(NC(=O)NCC(=O)N(CC(=O)OC(C)(C)C)c2cccc(SC(F)(F)F)c2)c1, predict the reactants needed to synthesize it. The reactants are: CC(C)(C)OC(=O)CNc1cccc(SC(F)(F)F)c1.Cc1cccc(NC(=O)NCC(=O)O)c1. (5) Given the product CC(=O)N(C)c1ccc([N+](=O)[O-])cc1, predict the reactants needed to synthesize it. The reactants are: CC(=O)Cl.CNc1ccc([N+](=O)[O-])cc1. (6) The reactants are: COc1ccc(Cn2c(C)cc(OCc3ccccc3C#N)c(C)c2=O)c(OC)c1. Given the product COc1ccc(Cn2c(C)cc(OCc3ccccc3CN)c(C)c2=O)c(OC)c1, predict the reactants needed to synthesize it. (7) Given the product Nc1cc(C(F)(F)F)c(-c2ccc(Cl)cc2Cl)nc1C(=O)O, predict the reactants needed to synthesize it. The reactants are: COC(=O)c1nc(-c2ccc(Cl)cc2Cl)c(C(F)(F)F)cc1N. (8) Given the product COCCNS(=O)(=O)c1cccc(-c2cccc(-c3cc(-c4ccc(C(F)(F)F)cc4)cc(C)n3)n2)c1, predict the reactants needed to synthesize it. The reactants are: COCCN.Cc1cc(-c2ccc(C(F)(F)F)cc2)cc(-c2cccc(-c3cccc(S(=O)(=O)Cl)c3)n2)n1.